This data is from Peptide-MHC class II binding affinity with 134,281 pairs from IEDB. The task is: Regression. Given a peptide amino acid sequence and an MHC pseudo amino acid sequence, predict their binding affinity value. This is MHC class II binding data. (1) The peptide sequence is GDLQIVDKIDAAFKI. The MHC is DRB1_0404 with pseudo-sequence DRB1_0404. The binding affinity (normalized) is 0.595. (2) The peptide sequence is RIAVRRLVVAVVVVL. The MHC is H-2-IAd with pseudo-sequence H-2-IAd. The binding affinity (normalized) is 0.338. (3) The peptide sequence is AEVELRQHGSEEWEP. The MHC is DRB1_0901 with pseudo-sequence DRB1_0901. The binding affinity (normalized) is 0.255. (4) The peptide sequence is VSDPSKLNNQFGSMP. The MHC is DRB4_0101 with pseudo-sequence DRB4_0103. The binding affinity (normalized) is 0.291. (5) The peptide sequence is AAAIAGTTVYGAFAA. The MHC is HLA-DQA10102-DQB10602 with pseudo-sequence HLA-DQA10102-DQB10602. The binding affinity (normalized) is 0.971. (6) The peptide sequence is ACSLFLNYAVSFNYF. The MHC is DRB1_0101 with pseudo-sequence DRB1_0101. The binding affinity (normalized) is 0.144. (7) The peptide sequence is SMHLMLANAGRSSGS. The MHC is DRB1_0901 with pseudo-sequence DRB1_0901. The binding affinity (normalized) is 0.161. (8) The peptide sequence is QMSIQLINKAVNALI. The MHC is H-2-IAb with pseudo-sequence H-2-IAb. The binding affinity (normalized) is 0.373. (9) The binding affinity (normalized) is 0.415. The peptide sequence is SLDISLETVAIDRPA. The MHC is DRB3_0202 with pseudo-sequence DRB3_0202. (10) The peptide sequence is PRTKYTATISGLKPG. The MHC is DRB1_1602 with pseudo-sequence DRB1_1602. The binding affinity (normalized) is 0.413.